From a dataset of Forward reaction prediction with 1.9M reactions from USPTO patents (1976-2016). Predict the product of the given reaction. Given the reactants [Cl:1][C:2]1[CH:28]=[CH:27][C:5]2[C:6](=[O:26])[N:7]=[C:8]([C:10]3[CH:15]=[C:14]([CH2:16][CH2:17][NH:18]C(=O)OC(C)(C)C)[CH:13]=[CH:12][N:11]=3)[S:9][C:4]=2[CH:3]=1.[F:29][C:30]([F:35])([F:34])[C:31]([OH:33])=[O:32], predict the reaction product. The product is: [F:29][C:30]([F:35])([F:34])[C:31]([OH:33])=[O:32].[NH2:18][CH2:17][CH2:16][C:14]1[CH:13]=[CH:12][N:11]=[C:10]([C:8]2[S:9][C:4]3[CH:3]=[C:2]([Cl:1])[CH:28]=[CH:27][C:5]=3[C:6](=[O:26])[N:7]=2)[CH:15]=1.